From a dataset of Forward reaction prediction with 1.9M reactions from USPTO patents (1976-2016). Predict the product of the given reaction. (1) Given the reactants Br[CH2:2][CH2:3][C:4]1[C:12]2[C:7](=[CH:8][CH:9]=[C:10]([F:13])[CH:11]=2)[NH:6][CH:5]=1.[N:14]1[C:18]2[CH:19]=[CH:20][CH:21]=[CH:22][C:17]=2[NH:16][CH:15]=1.C(N(C(C)C)C(C)C)C, predict the reaction product. The product is: [F:13][C:10]1[CH:11]=[C:12]2[C:7](=[CH:8][CH:9]=1)[NH:6][CH:5]=[C:4]2[CH2:3][CH2:2][N:14]1[C:18]2[CH:19]=[CH:20][CH:21]=[CH:22][C:17]=2[N:16]=[CH:15]1. (2) Given the reactants [C:1]([O:6][CH2:7][CH2:8]N(C)C)(=[O:5])[C:2]([CH3:4])=C.[C:12](O)(=O)[CH:13]=[CH2:14].N([C:24]([CH3:28])([CH3:27])[C:25]#N)=N[C:24]([CH3:28])([CH3:27])[C:25]#N.[O:29]1CCOC[CH2:30]1.[CH3:35][CH:36]([OH:38])[CH3:37], predict the reaction product. The product is: [CH3:12][CH:13]([CH2:35][CH:36]([O:38][C:30](/[CH:4]=[CH:2]\[C:1]([O:6][CH:7]([CH2:25][CH:24]([CH3:27])[CH3:28])[CH3:8])=[O:5])=[O:29])[CH3:37])[CH3:14]. (3) Given the reactants [Cl:1][C:2]1[CH:7]=[CH:6][C:5](/[CH:8]=[CH:9]/[C:10]([OH:12])=[O:11])=[CH:4][C:3]=1[N+:13]([O-:15])=[O:14].[Cl-].[CH3:17]O, predict the reaction product. The product is: [Cl:1][C:2]1[CH:7]=[CH:6][C:5](/[CH:8]=[CH:9]/[C:10]([O:12][CH3:17])=[O:11])=[CH:4][C:3]=1[N+:13]([O-:15])=[O:14]. (4) Given the reactants [C:1]1([N:7]=[C:8]=[O:9])[CH:6]=[CH:5][CH:4]=[CH:3][CH:2]=1.[NH2:10][C:11]1[C:12]([F:42])=[CH:13][C:14]([F:41])=[C:15]([C:17]2[C:18](=[O:40])[N:19]([CH2:38][CH3:39])[C:20]3[C:25]([CH:26]=2)=[CH:24][N:23]=[C:22]([N:27]([CH2:29][C:30]2[CH:35]=[CH:34][C:33]([O:36][CH3:37])=[CH:32][CH:31]=2)[CH3:28])[CH:21]=3)[CH:16]=1.N1C=CC=CC=1.C([O-])(O)=O.[Na+], predict the reaction product. The product is: [CH3:37][O:36][C:33]1[CH:34]=[CH:35][C:30]([CH2:29][N:27]([CH3:28])[C:22]2[CH:21]=[C:20]3[C:25]([CH:26]=[C:17]([C:15]4[C:14]([F:41])=[CH:13][C:12]([F:42])=[C:11]([NH:10][C:8]([NH:7][C:1]5[CH:6]=[CH:5][CH:4]=[CH:3][CH:2]=5)=[O:9])[CH:16]=4)[C:18](=[O:40])[N:19]3[CH2:38][CH3:39])=[CH:24][N:23]=2)=[CH:31][CH:32]=1. (5) Given the reactants [NH2:1][C@H:2]([C:4]1[N:8]2[CH:9]=[CH:10][N:11]=[C:12]([CH3:13])[C:7]2=[C:6]([C:14]2[CH:32]=[CH:31][C:17]([C:18]([NH:20][C:21]3[CH:26]=[C:25]([C:27]([F:30])([F:29])[F:28])[CH:24]=[CH:23][N:22]=3)=[O:19])=[CH:16][CH:15]=2)[N:5]=1)[CH3:3].[CH3:33][O:34][CH2:35]/[CH:36]=[CH:37]/[C:38](O)=[O:39], predict the reaction product. The product is: [CH3:33][O:34][CH2:35]/[CH:36]=[CH:37]/[C:38]([NH:1][C@H:2]([C:4]1[N:8]2[CH:9]=[CH:10][N:11]=[C:12]([CH3:13])[C:7]2=[C:6]([C:14]2[CH:15]=[CH:16][C:17]([C:18]([NH:20][C:21]3[CH:26]=[C:25]([C:27]([F:29])([F:30])[F:28])[CH:24]=[CH:23][N:22]=3)=[O:19])=[CH:31][CH:32]=2)[N:5]=1)[CH3:3])=[O:39]. (6) The product is: [Cl:16][CH2:17][C:18]1[N:13]=[C:11]([CH:10]=[CH:9][C:5]2[CH:6]=[CH:7][CH:8]=[C:3]([C:2]([F:14])([F:15])[F:1])[CH:4]=2)[O:12][CH:20]=1. Given the reactants [F:1][C:2]([F:15])([F:14])[C:3]1[CH:4]=[C:5]([CH:9]=[CH:10][C:11]([NH2:13])=[O:12])[CH:6]=[CH:7][CH:8]=1.[Cl:16][CH2:17][C:18]([CH2:20]Cl)=O, predict the reaction product. (7) Given the reactants [C:1]1([C:7]2[CH:8]=[C:9]([C:22]([NH2:24])=[O:23])[C:10]3[CH:11]=[N:12][N:13]([CH:16]4[CH2:21][CH2:20][CH2:19][NH:18][CH2:17]4)[C:14]=3[CH:15]=2)[CH:6]=[CH:5][CH:4]=[CH:3][CH:2]=1.C(N(CC)CC)C.[C:32]1([S:38](Cl)(=[O:40])=[O:39])[CH:37]=[CH:36][CH:35]=[CH:34][CH:33]=1, predict the reaction product. The product is: [C:1]1([C:7]2[CH:8]=[C:9]([C:22]([NH2:24])=[O:23])[C:10]3[CH:11]=[N:12][N:13]([CH:16]4[CH2:21][CH2:20][CH2:19][N:18]([S:38]([C:32]5[CH:37]=[CH:36][CH:35]=[CH:34][CH:33]=5)(=[O:40])=[O:39])[CH2:17]4)[C:14]=3[CH:15]=2)[CH:2]=[CH:3][CH:4]=[CH:5][CH:6]=1.